Predict which catalyst facilitates the given reaction. From a dataset of Catalyst prediction with 721,799 reactions and 888 catalyst types from USPTO. (1) Reactant: C[O:2][C:3](=[O:25])[CH:4]([NH2:24])[CH2:5][NH:6][C:7]1[C:16]2[C:11](=[CH:12][CH:13]=[CH:14][CH:15]=2)[N:10]=[C:9]([C:17]2[CH:22]=[CH:21][CH:20]=[CH:19][C:18]=2[OH:23])[N:8]=1.O1CCCC1.O.O.[OH-].[Li+].Cl. Product: [NH2:24][CH:4]([CH2:5][NH:6][C:7]1[C:16]2[C:11](=[CH:12][CH:13]=[CH:14][CH:15]=2)[N:10]=[C:9]([C:17]2[CH:22]=[CH:21][CH:20]=[CH:19][C:18]=2[OH:23])[N:8]=1)[C:3]([OH:25])=[O:2]. The catalyst class is: 4. (2) Reactant: Cl[C:2]1[N:7]=[C:6]([N:8]2[C:12]([C:13]([F:16])([F:15])[F:14])=[C:11]([C:17]([O:19][CH2:20][CH3:21])=[O:18])[CH:10]=[N:9]2)[CH:5]=[CH:4][CH:3]=1.[CH:22]([C:24]1[CH:29]=[CH:28][CH:27]=[CH:26][C:25]=1B(O)O)=[O:23].C([O-])([O-])=O.[Na+].[Na+]. Product: [CH:22]([C:24]1[CH:29]=[CH:28][CH:27]=[CH:26][C:25]=1[C:2]1[N:7]=[C:6]([N:8]2[C:12]([C:13]([F:16])([F:15])[F:14])=[C:11]([C:17]([O:19][CH2:20][CH3:21])=[O:18])[CH:10]=[N:9]2)[CH:5]=[CH:4][CH:3]=1)=[O:23]. The catalyst class is: 108.